This data is from Experimentally validated miRNA-target interactions with 360,000+ pairs, plus equal number of negative samples. The task is: Binary Classification. Given a miRNA mature sequence and a target amino acid sequence, predict their likelihood of interaction. (1) The miRNA is hsa-miR-6777-5p with sequence ACGGGGAGUCAGGCAGUGGUGGA. The protein sequence of the target gene is MGKEQELVQAVKAEDVGTAQRLLQRPRPGKAKLLGSTKKINVNFQDPDGFSALHHAALNGNTELISLLLEAQAAVDIKDNKGMRPLHYAAWQGRKEPMKLVLKAGSAVNIPSDEGHIPLHLAAQHGHYDVSEMLLQHQSNPCMVDNSGKTPLDLACEFGRVGVVQLLLSSNMCAALLEPRPGDATDPNGTSPLHLAAKNGHIDIIRLLLQAGIDINRQTKSGTALHEAALCGKTEVVRLLLDSGINAHVRNTYSQTALDIVHQFTTSQASREIKQLLREASAALQVRATKDYCNNYDLTS.... Result: 1 (interaction). (2) The miRNA is hsa-miR-596 with sequence AAGCCUGCCCGGCUCCUCGGG. The protein sequence of the target gene is MPEARSSGPDLTRWRKQQQPVRRTVSQVCPPPRRPLTVADIRSGMENERLGVVRDSMFQNPLIVKAAGPASVGTSYSVYDSSAVQKVIPSLAGHHIKGGPQAELGKPRERSYSLPGINFNYGLYIRGLDGGVPEAIGRWNVFKQQPTCPHELTRNYIAMNRGAVKAGLVTARENLLYRQLNDIRISDQDDRRMKKEPPPLPPNMTFGIRARPSTPFFDLLQHRYLQLWVQEQKATQKAIKLEKKQKVVLGKLYETRSSQLRKYKPPVKLDTLWHMPHFQKVGRHLDTFPTEADRQRALKA.... Result: 1 (interaction). (3) The miRNA is hsa-miR-8055 with sequence CUUUGAGCACAUGAGCAGACGGA. The protein sequence of the target gene is MNIILEILLLLITIIYSYLESLVKFFIPQRRKSVAGEIVLITGAGHGIGRQTTYEFAKRQSILVLWDINKRGVEETAAECRKLGVTAHAYVVDCSNREEIYRSLNQVKKEVGDVTIVVNNAGTVYPADLLSTKDEEITKTFEVNILGHFWITKALLPSMMERNHGHIVTVASVCGHEGIPYLIPYCSSKFAAVGFHRGLTSELQALGKTGIKTSCLCPVFVNTGFTKNPSTRLWPVLETDEVVRSLIDGILTNKKMIFVPSYINIFLRLQKFLPERASAILNRMQNIQFEAVVGHKIKMK.... Result: 0 (no interaction). (4) The miRNA is hsa-miR-4740-3p with sequence GCCCGAGAGGAUCCGUCCCUGC. The protein sequence of the target gene is MDVDGRWRNLPSGPSLKHLTDPSYGIPPEQQKAALQDLTRAHVDSFNYAALEGLSHAVQAIPPFEFAFKDERISLTIVDAVISPPSVPKGTICKDLNVYPAECRGRKSTYRGRLTADISWAVNGVPKGIIKQFLGYVPIMVKSKLCNLYNLPPRVLIEHHEEAEEMGGYFIINGIEKVIRMLIVPRRNFPIAMVRPKWKSRGLGYTQFGVSMRCVREEHSAVNMNLHYVENGTVMLNFIYRKELFFLPLGFALKALVSFSDYQIFQELIKGKEEDSFFRNSVSQMLRIVIEEGCHSQKQV.... Result: 0 (no interaction).